Dataset: Forward reaction prediction with 1.9M reactions from USPTO patents (1976-2016). Task: Predict the product of the given reaction. (1) Given the reactants [O:1]([CH2:8][C:9]1[CH:10]=[CH:11][C:12]([CH2:15]O)=[N:13][CH:14]=1)[C:2]1[CH:7]=[CH:6][CH:5]=[CH:4][CH:3]=1.[C:17]1(=[O:27])[NH:21][C:20](=[O:22])[C:19]2=[CH:23][CH:24]=[CH:25][CH:26]=[C:18]12.C1(P(C2C=CC=CC=2)C2C=CC=CC=2)C=CC=CC=1.N(C(OCC)=O)=NC(OCC)=O, predict the reaction product. The product is: [O:1]([CH2:8][C:9]1[CH:10]=[CH:11][C:12]([CH2:15][N:21]2[C:17](=[O:27])[C:18]3[C:19](=[CH:23][CH:24]=[CH:25][CH:26]=3)[C:20]2=[O:22])=[N:13][CH:14]=1)[C:2]1[CH:3]=[CH:4][CH:5]=[CH:6][CH:7]=1. (2) Given the reactants [Br:1][C:2]1[N:10]=[CH:9][C:8]2[NH:7][C:6]3[N:11]=[CH:12][C:13](I)=[CH:14][C:5]=3[C:4]=2[CH:3]=1.[CH3:16][O:17][CH:18]1[CH2:23][CH2:22][N:21]([CH2:24][C:25]2[CH:30]=[CH:29][C:28](B3OC(C)(C)C(C)(C)O3)=[CH:27][CH:26]=2)[CH2:20][CH2:19]1, predict the reaction product. The product is: [Br:1][C:2]1[N:10]=[CH:9][C:8]2[NH:7][C:6]3[N:11]=[CH:12][C:13]([C:28]4[CH:27]=[CH:26][C:25]([CH2:24][N:21]5[CH2:20][CH2:19][CH:18]([O:17][CH3:16])[CH2:23][CH2:22]5)=[CH:30][CH:29]=4)=[CH:14][C:5]=3[C:4]=2[CH:3]=1. (3) Given the reactants [F:1][C:2]1[CH:7]=[CH:6][C:5]([CH:8]2[O:12]C(=O)[N:10]([C:14]([O:16][C:17]([CH3:20])([CH3:19])[CH3:18])=[O:15])[CH:9]2[CH2:21][C:22]2[CH:27]=[CH:26][C:25]([C:28]([F:31])([F:30])[F:29])=[CH:24][CH:23]=2)=[CH:4][CH:3]=1.[OH-].[Na+], predict the reaction product. The product is: [F:1][C:2]1[CH:7]=[CH:6][C:5]([CH:8]([OH:12])[CH:9]([NH:10][C:14](=[O:15])[O:16][C:17]([CH3:18])([CH3:19])[CH3:20])[CH2:21][C:22]2[CH:27]=[CH:26][C:25]([C:28]([F:31])([F:30])[F:29])=[CH:24][CH:23]=2)=[CH:4][CH:3]=1. (4) Given the reactants [NH2:1][C:2]1[CH:7]=[CH:6][C:5]([CH2:8][CH2:9][OH:10])=[CH:4][CH:3]=1.C(N(CC)CC)C.[CH3:18][C:19]([O:22][C:23](O[C:23]([O:22][C:19]([CH3:21])([CH3:20])[CH3:18])=[O:24])=[O:24])([CH3:21])[CH3:20], predict the reaction product. The product is: [OH:10][CH2:9][CH2:8][C:5]1[CH:6]=[CH:7][C:2]([NH:1][C:23](=[O:24])[O:22][C:19]([CH3:21])([CH3:20])[CH3:18])=[CH:3][CH:4]=1. (5) Given the reactants C1(CC(C2C=CC=C(C(F)(F)F)C=2)C(O)=O)CCCC1.NC1C=CN=C(C)N=1.[CH:29]1([CH2:34][CH:35]([C:46]2[CH:51]=[CH:50][CH:49]=[C:48]([C:52]([F:55])([F:54])[F:53])[CH:47]=2)[C:36]([NH:38][C:39]2[CH:44]=[CH:43][N:42]=[C:41](C)[N:40]=2)=[O:37])[CH2:33][CH2:32][CH2:31][CH2:30]1, predict the reaction product. The product is: [CH:29]1([CH2:34][CH:35]([C:46]2[CH:51]=[CH:50][CH:49]=[C:48]([C:52]([F:55])([F:54])[F:53])[CH:47]=2)[C:36]([NH:38][C:39]2[CH:44]=[CH:43][N:42]=[CH:41][N:40]=2)=[O:37])[CH2:33][CH2:32][CH2:31][CH2:30]1.